Dataset: NCI-60 drug combinations with 297,098 pairs across 59 cell lines. Task: Regression. Given two drug SMILES strings and cell line genomic features, predict the synergy score measuring deviation from expected non-interaction effect. Drug 1: C1=CN(C(=O)N=C1N)C2C(C(C(O2)CO)O)O.Cl. Drug 2: CC1=C(N=C(N=C1N)C(CC(=O)N)NCC(C(=O)N)N)C(=O)NC(C(C2=CN=CN2)OC3C(C(C(C(O3)CO)O)O)OC4C(C(C(C(O4)CO)O)OC(=O)N)O)C(=O)NC(C)C(C(C)C(=O)NC(C(C)O)C(=O)NCCC5=NC(=CS5)C6=NC(=CS6)C(=O)NCCC[S+](C)C)O. Cell line: M14. Synergy scores: CSS=59.8, Synergy_ZIP=-2.85, Synergy_Bliss=-2.17, Synergy_Loewe=1.51, Synergy_HSA=4.08.